Predict the reaction yield, written as a fraction of the theoretical maximum amount of product (1.0 means a 100% yield; for example, 0.34 means a 34% yield). From a dataset of Reaction yield outcomes from USPTO patents with 853,638 reactions. (1) The reactants are C(N(CC)C(C)C)(C)C.[NH2:10][CH2:11][CH:12]([CH2:17][CH2:18][C:19]([F:43])([F:42])[C:20]([F:41])([F:40])[C:21]([F:39])([F:38])[C:22]([F:37])([F:36])[C:23]([F:35])([F:34])[C:24]([F:33])([F:32])[C:25]([F:31])([F:30])[C:26]([F:29])([F:28])[F:27])[C:13]([O:15][CH3:16])=[O:14].[CH3:44][N:45]([CH3:63])[C:46]1[CH:51]=[CH:50][C:49]([N:52]=[N:53][C:54]2[CH:62]=[CH:61][C:57]([C:58](O)=[O:59])=[CH:56][CH:55]=2)=[CH:48][CH:47]=1.O. The catalyst is N1C=CC=CC=1.ClCCl. The product is [CH3:44][N:45]([CH3:63])[C:46]1[CH:47]=[CH:48][C:49]([N:52]=[N:53][C:54]2[CH:62]=[CH:61][C:57]([C:58]([NH:10][CH2:11][CH:12]([CH2:17][CH2:18][C:19]([F:42])([F:43])[C:20]([F:40])([F:41])[C:21]([F:38])([F:39])[C:22]([F:36])([F:37])[C:23]([F:34])([F:35])[C:24]([F:32])([F:33])[C:25]([F:30])([F:31])[C:26]([F:29])([F:27])[F:28])[C:13]([O:15][CH3:16])=[O:14])=[O:59])=[CH:56][CH:55]=2)=[CH:50][CH:51]=1. The yield is 0.650. (2) The reactants are [Cl:1][C:2]1[CH:10]=[CH:9][CH:8]=[C:7]([Cl:11])[C:3]=1[C:4]([OH:6])=[O:5].[Cl:12][S:13](O)(=[O:15])=[O:14]. No catalyst specified. The product is [Cl:12][S:13]([C:8]1[C:7]([Cl:11])=[C:3]([C:2]([Cl:1])=[CH:10][CH:9]=1)[C:4]([OH:6])=[O:5])(=[O:15])=[O:14]. The yield is 0.610. (3) The product is [C:23]1([C:20]2[CH:21]=[C:22]3[C:17](=[C:18]([C:29]([NH2:31])=[O:30])[CH:19]=2)[NH:16][CH:15]=[C:14]3[CH:11]2[CH2:12][CH2:13][N:8]([S:5]([CH2:4][CH2:3][CH2:2][O:38][CH2:37][CH:34]3[CH2:35][CH2:36][O:32][CH2:33]3)(=[O:7])=[O:6])[CH2:9][CH2:10]2)[CH:28]=[CH:27][CH:26]=[CH:25][CH:24]=1. No catalyst specified. The reactants are Cl[CH2:2][CH2:3][CH2:4][S:5]([N:8]1[CH2:13][CH2:12][CH:11]([C:14]2[C:22]3[C:17](=[C:18]([C:29]([NH2:31])=[O:30])[CH:19]=[C:20]([C:23]4[CH:28]=[CH:27][CH:26]=[CH:25][CH:24]=4)[CH:21]=3)[NH:16][CH:15]=2)[CH2:10][CH2:9]1)(=[O:7])=[O:6].[O:32]1[CH2:36][CH2:35][CH:34]([CH2:37][OH:38])[CH2:33]1.C([O-])([O-])=O.[K+].[K+].[I-].[Na+]. The yield is 0.153. (4) The reactants are [CH3:1][CH:2]([CH2:28][CH2:29][CH3:30])[CH2:3][O:4][C:5]1[CH:10]=[CH:9][C:8]([C@@H:11]([NH:20]C(=O)OC(C)(C)C)[CH2:12][N:13]2[CH2:18][CH2:17][N:16]([CH3:19])[CH2:15][CH2:14]2)=[CH:7][CH:6]=1.FC(F)(F)C(O)=O. The catalyst is ClCCl. The product is [CH3:1][CH:2]([CH2:28][CH2:29][CH3:30])[CH2:3][O:4][C:5]1[CH:10]=[CH:9][C:8]([CH:11]([NH2:20])[CH2:12][N:13]2[CH2:14][CH2:15][N:16]([CH3:19])[CH2:17][CH2:18]2)=[CH:7][CH:6]=1. The yield is 0.630. (5) The reactants are [NH2:1][C:2]1[CH:32]=[CH:31][C:5]2[NH:6][C:7]([C:12]3[C:13](=[O:30])[C@@:14]([CH2:24][CH2:25][C:26]([CH3:29])([CH3:28])[CH3:27])([CH3:23])[C:15]4[C:20]([C:21]=3[OH:22])=[CH:19][CH:18]=[CH:17][CH:16]=4)=[N:8][S:9](=[O:11])(=[O:10])[C:4]=2[CH:3]=1.N1C=CC=CC=1.[CH3:39][S:40](Cl)(=[O:42])=[O:41]. The catalyst is ClCCl. The product is [CH3:29][C:26]([CH3:27])([CH3:28])[CH2:25][CH2:24][C@:14]1([CH3:23])[C:15]2[C:20](=[CH:19][CH:18]=[CH:17][CH:16]=2)[C:21]([OH:22])=[C:12]([C:7]2[NH:6][C:5]3[CH:31]=[CH:32][C:2]([NH:1][S:40]([CH3:39])(=[O:42])=[O:41])=[CH:3][C:4]=3[S:9](=[O:11])(=[O:10])[N:8]=2)[C:13]1=[O:30]. The yield is 0.870. (6) The product is [C:1]1([CH2:7][CH2:8][CH2:9][CH:10]2[C:14]3[NH:15][C:16]([C:18]([OH:20])=[O:19])=[CH:17][C:13]=3[CH2:12][CH2:11]2)[CH:6]=[CH:5][CH:4]=[CH:3][CH:2]=1. No catalyst specified. The reactants are [C:1]1([CH2:7][CH2:8][CH2:9][CH:10]2[C:14]3[NH:15][C:16]([C:18]([O:20]CC)=[O:19])=[CH:17][C:13]=3[CH2:12][CH2:11]2)[CH:6]=[CH:5][CH:4]=[CH:3][CH:2]=1.[OH-].[Na+]. The yield is 0.630. (7) The reactants are [Li+].CC([N-]C(C)C)C.[C:9]([N:12]1[CH2:17][CH2:16][O:15][CH2:14][CH2:13]1)(=[O:11])[CH3:10].[C:18]1([C:24]2[CH:32]=[CH:31][CH:30]=[C:29]3[C:25]=2[CH2:26][CH2:27][C:28]3=[O:33])[CH:23]=[CH:22][CH:21]=[CH:20][CH:19]=1.Cl.C(Cl)Cl.[C:38]([O-:41])([OH:40])=O.[Na+].[AlH3].N(CC)(C)C. The catalyst is C1COCC1.O.CCOC(C)=O. The product is [C:28]([OH:33])(=[O:11])/[CH:29]=[CH:30]\[C:38]([OH:41])=[O:40].[C:18]1([C:24]2[CH:32]=[CH:31][CH:30]=[C:29]3[C:25]=2[CH2:26][CH:27]=[C:28]3[CH2:10][CH2:9][N:12]2[CH2:17][CH2:16][O:15][CH2:14][CH2:13]2)[CH:23]=[CH:22][CH:21]=[CH:20][CH:19]=1. The yield is 0.280. (8) The reactants are [F:1][C:2]1[CH:7]=[CH:6][C:5]([C:8]([C:10]2[N:19]=[C:18]([NH:20][C:21]3[CH:25]=[C:24]([CH3:26])[NH:23][N:22]=3)[C:17]3[C:12](=[CH:13][CH:14]=[CH:15][CH:16]=3)[N:11]=2)=[O:9])=[CH:4][C:3]=1[O:27]C.B(Br)(Br)Br.C(Cl)Cl.O. The catalyst is C(Cl)Cl. The product is [F:1][C:2]1[CH:7]=[CH:6][C:5]([C:8]([C:10]2[N:19]=[C:18]([NH:20][C:21]3[CH:25]=[C:24]([CH3:26])[NH:23][N:22]=3)[C:17]3[C:12](=[CH:13][CH:14]=[CH:15][CH:16]=3)[N:11]=2)=[O:9])=[CH:4][C:3]=1[OH:27]. The yield is 0.210. (9) The reactants are [CH2:1]([NH:4][NH2:5])[CH:2]=[CH2:3].C(N(CC)CC)C.Br[C:14]([CH3:21])([CH3:20])[C:15]([O:17][CH2:18][CH3:19])=[O:16]. The catalyst is C(Cl)(Cl)Cl.C(OC(=O)C)C. The product is [CH2:1]([N:4]([C:14]([CH3:21])([CH3:20])[C:15]([O:17][CH2:18][CH3:19])=[O:16])[NH2:5])[CH:2]=[CH2:3]. The yield is 0.540. (10) The reactants are [CH3:1][O:2][CH2:3][C:4]1[N:9]=[C:8]([CH2:10][CH2:11][CH3:12])[NH:7][C:6](=[O:13])[CH:5]=1.Br[CH2:15][C:16]1[CH:21]=[CH:20][C:19]([C:22]2[C:23]([C:28]#[N:29])=[CH:24][CH:25]=[CH:26][CH:27]=2)=[CH:18][CH:17]=1.C(=O)([O-])[O-].[K+].[K+]. The catalyst is C(#N)C.C(OCC)(=O)C. The product is [CH3:1][O:2][CH2:3][C:4]1[N:9]=[C:8]([CH2:10][CH2:11][CH3:12])[N:7]([CH2:15][C:16]2[CH:17]=[CH:18][C:19]([C:22]3[C:23]([C:28]#[N:29])=[CH:24][CH:25]=[CH:26][CH:27]=3)=[CH:20][CH:21]=2)[C:6](=[O:13])[CH:5]=1. The yield is 0.430.